Dataset: Full USPTO retrosynthesis dataset with 1.9M reactions from patents (1976-2016). Task: Predict the reactants needed to synthesize the given product. (1) Given the product [CH2:5]([N:7]([CH2:8][CH3:9])[P:2]([Cl:4])[N:7]([CH2:8][CH3:9])[CH2:5][CH3:6])[CH3:6], predict the reactants needed to synthesize it. The reactants are: Cl[P:2]([Cl:4])Cl.[CH2:5]([NH:7][CH2:8][CH3:9])[CH3:6]. (2) Given the product [CH:1]1([NH:4][C:5](=[O:31])[C:6]2[CH:11]=[CH:10][C:9]([CH3:12])=[C:8]([N:13]3[CH:18]=[CH:17][N:16]=[C:15]([NH:19][C:20]([CH3:22])([C:23]4[CH:28]=[CH:27][CH:26]=[CH:25][C:24]=4[O:29][CH2:49][C@H:50]4[CH2:54][O:53][C:52](=[O:55])[NH:51]4)[CH3:21])[C:14]3=[O:30])[CH:7]=2)[CH2:3][CH2:2]1, predict the reactants needed to synthesize it. The reactants are: [CH:1]1([NH:4][C:5](=[O:31])[C:6]2[CH:11]=[CH:10][C:9]([CH3:12])=[C:8]([N:13]3[CH:18]=[CH:17][N:16]=[C:15]([NH:19][C:20]([C:23]4[CH:28]=[CH:27][CH:26]=[CH:25][C:24]=4[OH:29])([CH3:22])[CH3:21])[C:14]3=[O:30])[CH:7]=2)[CH2:3][CH2:2]1.C(=O)([O-])[O-].[K+].[K+].CC1C=CC(S(O[CH2:49][C@@H:50]2[CH2:54][O:53][C:52](=[O:55])[NH:51]2)(=O)=O)=CC=1. (3) Given the product [C:28]([CH2:27][N:1]1[C:9]2[C:4](=[CH:5][CH:6]=[C:7]([C:10]([O:12][CH2:13][CH3:14])=[O:11])[CH:8]=2)[CH:3]=[C:2]1[C:15]([O:17][CH2:18][CH3:19])=[O:16])#[N:29], predict the reactants needed to synthesize it. The reactants are: [NH:1]1[C:9]2[C:4](=[CH:5][CH:6]=[C:7]([C:10]([O:12][CH2:13][CH3:14])=[O:11])[CH:8]=2)[CH:3]=[C:2]1[C:15]([O:17][CH2:18][CH3:19])=[O:16].C([O-])([O-])=O.[K+].[K+].Br[CH2:27][C:28]#[N:29].CCOC(C)=O. (4) Given the product [CH2:1]([O:3][C:4]([C@H:6]1[C@@H:15]2[C@@H:10]([CH2:11][CH2:12][CH2:13][CH2:14]2)[CH2:9][NH:8][CH2:7]1)=[O:5])[CH3:2], predict the reactants needed to synthesize it. The reactants are: [CH2:1]([O:3][C:4]([C:6]1[C:15]2[C:10](=[CH:11][CH:12]=[CH:13][CH:14]=2)[CH:9]=[N:8][CH:7]=1)=[O:5])[CH3:2]. (5) The reactants are: [CH3:1][O:2][C:3]1[N:8]=[C:7]([CH3:9])[C:6]([O:10][CH2:11][O:12][CH3:13])=[CH:5][CH:4]=1.CN(CCN(C)C)C.[Li]CCCC.CN([CH:30]=[O:31])C.[Cl-].[NH4+]. Given the product [CH3:1][O:2][C:3]1[N:8]=[C:7]([CH3:9])[C:6]([O:10][CH2:11][O:12][CH3:13])=[C:5]([CH:30]=[O:31])[CH:4]=1, predict the reactants needed to synthesize it.